Predict the reactants needed to synthesize the given product. From a dataset of Full USPTO retrosynthesis dataset with 1.9M reactions from patents (1976-2016). (1) Given the product [F:1][C:2]1[CH:7]=[CH:6][C:5]([C:8]2[CH:13]=[CH:12][N:11]=[CH:10][C:9]=2[N:14]([CH3:34])[C:15](=[O:33])[C:16]2[CH:17]=[C:18]([CH3:29])[CH:19]=[C:20]([SH:22])[CH:21]=2)=[C:4]([O:35][CH3:36])[CH:3]=1, predict the reactants needed to synthesize it. The reactants are: [F:1][C:2]1[CH:7]=[CH:6][C:5]([C:8]2[CH:13]=[CH:12][N:11]=[CH:10][C:9]=2[N:14]([CH3:34])[C:15](=[O:33])[C:16]2[CH:21]=[C:20]([S:22]CC[Si](C)(C)C)[CH:19]=[C:18]([C:29](F)(F)F)[CH:17]=2)=[C:4]([O:35][CH3:36])[CH:3]=1.[F-].C([N+](CCCC)(CCCC)CCCC)CCC.C(O)(=O)CC(CC(O)=O)(C(O)=O)O.CCOC(C)=O. (2) Given the product [Cl:28][C:25]1[CH:24]=[CH:23][C:22]([CH2:21][NH:20][C:18]([C:15]2[C:16](=[O:17])[C:11]3[CH:10]=[C:9]([CH2:8][N:45]([CH2:44][C@H:43]([C:39]4[O:38][CH:42]=[CH:41][CH:40]=4)[OH:47])[CH3:46])[S:37][C:12]=3[N:13]([CH2:29][CH:30]3[CH2:34][O:33][C:32]([CH3:35])([CH3:36])[O:31]3)[CH:14]=2)=[O:19])=[CH:27][CH:26]=1, predict the reactants needed to synthesize it. The reactants are: C(=O)([O-])[O-].[Cs+].[Cs+].Cl[CH2:8][C:9]1[S:37][C:12]2[N:13]([CH2:29][CH:30]3[CH2:34][O:33][C:32]([CH3:36])([CH3:35])[O:31]3)[CH:14]=[C:15]([C:18]([NH:20][CH2:21][C:22]3[CH:27]=[CH:26][C:25]([Cl:28])=[CH:24][CH:23]=3)=[O:19])[C:16](=[O:17])[C:11]=2[CH:10]=1.[O:38]1[CH:42]=[CH:41][CH:40]=[C:39]1[C@H:43]([OH:47])[CH2:44][NH:45][CH3:46].